This data is from Full USPTO retrosynthesis dataset with 1.9M reactions from patents (1976-2016). The task is: Predict the reactants needed to synthesize the given product. (1) Given the product [Cl:32][C:25]1[CH:24]=[CH:23][C:22]([C:21]2[N:20]=[C:10]([C:8]3[CH:7]=[CH:6][C:5]([C:13]4[CH:18]=[CH:17][CH:16]=[CH:15][C:14]=4[CH3:19])=[C:4]([CH2:3][O:2][CH3:1])[CH:9]=3)[O:12][N:33]=2)=[CH:31][C:26]=1[C:27]([O:29][CH3:30])=[O:28], predict the reactants needed to synthesize it. The reactants are: [CH3:1][O:2][CH2:3][C:4]1[CH:9]=[C:8]([C:10]([OH:12])=O)[CH:7]=[CH:6][C:5]=1[C:13]1[CH:18]=[CH:17][CH:16]=[CH:15][C:14]=1[CH3:19].[NH2:20][C:21](=[N:33]O)[C:22]1[CH:23]=[CH:24][C:25]([Cl:32])=[C:26]([CH:31]=1)[C:27]([O:29][CH3:30])=[O:28]. (2) Given the product [C:25]([NH:3][CH2:4][CH2:5][C:6]1[N:10]=[CH:9][NH:8][CH:7]=1)(=[NH:24])[NH2:28], predict the reactants needed to synthesize it. The reactants are: Cl.Cl.[NH2:3][CH2:4][CH2:5][C:6]1[N:10]=[CH:9][NH:8][CH:7]=1.C([O-])([O-])=O.[Na+].[Na+].C(OC([N:24](C(OC(C)(C)C)=O)[C:25](=[NH:28])SC)=O)(C)(C)C.C(Cl)(Cl)Cl.CO. (3) Given the product [C:26]([O:30][C:31]([N:33]1[CH:34]2[CH2:40][CH2:39][CH:38]1[CH2:37][N:36]([C:41]([C:43]1[CH:44]=[N:45][C:46]([NH:49][C:10]3[N:11]=[CH:12][C:7]4[CH:6]=[C:5]([C:3](=[O:4])[N:2]([CH3:25])[CH3:1])[N:14]([CH:15]5[CH2:20][CH2:19][CH:18]([C:21]([CH3:24])([CH3:23])[CH3:22])[CH2:17][CH2:16]5)[C:8]=4[N:9]=3)=[CH:47][CH:48]=1)=[O:42])[CH2:35]2)=[O:32])([CH3:29])([CH3:27])[CH3:28], predict the reactants needed to synthesize it. The reactants are: [CH3:1][N:2]([CH3:25])[C:3]([C:5]1[N:14]([C@H:15]2[CH2:20][CH2:19][C@H:18]([C:21]([CH3:24])([CH3:23])[CH3:22])[CH2:17][CH2:16]2)[C:8]2[N:9]=[C:10](Cl)[N:11]=[CH:12][C:7]=2[CH:6]=1)=[O:4].[C:26]([O:30][C:31]([N:33]1[CH:38]2[CH2:39][CH2:40][CH:34]1[CH2:35][N:36]([C:41]([C:43]1[CH:44]=[N:45][C:46]([NH2:49])=[CH:47][CH:48]=1)=[O:42])[CH2:37]2)=[O:32])([CH3:29])([CH3:28])[CH3:27]. (4) Given the product [Cl:1][CH2:2][CH2:3][CH2:4][C:5](=[O:6])[C@H:11]([C:12]1[CH:17]=[CH:16][CH:15]=[CH:14][CH:13]=1)[CH2:10][N+:7]([O-:9])=[O:8], predict the reactants needed to synthesize it. The reactants are: [Cl:1][CH2:2][CH2:3][CH2:4][CH:5]=[O:6].[N+:7](/[CH:10]=[CH:11]/[C:12]1[CH:17]=[CH:16][CH:15]=[CH:14][CH:13]=1)([O-:9])=[O:8].CCOCC.[Na+].[Cl-]. (5) The reactants are: Br[C:2]1[CH:3]=[C:4]2[C:9](=[CH:10][CH:11]=1)[C:8](=[O:12])[NH:7][N:6]=[C:5]2[Cl:13].[N:14]1([CH2:19][C:20]2[CH:21]=[C:22]([CH2:26][NH2:27])[CH:23]=[CH:24][CH:25]=2)[CH2:18][CH2:17][CH2:16][CH2:15]1.C1C=CC(P(C2C(C3C(P(C4C=CC=CC=4)C4C=CC=CC=4)=CC=C4C=3C=CC=C4)=C3C(C=CC=C3)=CC=2)C2C=CC=CC=2)=CC=1.CC([O-])(C)C.[Na+]. Given the product [Cl:13][C:5]1[C:4]2[C:9](=[CH:10][CH:11]=[C:2]([NH:27][CH2:26][C:22]3[CH:23]=[CH:24][CH:25]=[C:20]([CH2:19][N:14]4[CH2:18][CH2:17][CH2:16][CH2:15]4)[CH:21]=3)[CH:3]=2)[C:8](=[O:12])[NH:7][N:6]=1, predict the reactants needed to synthesize it. (6) Given the product [F:18][C:15]1[CH:16]=[CH:17][C:12]([CH2:11][CH2:10][C:9]2[CH:39]=[CH:40][C:6]([O:5][CH2:4][CH2:3][CH2:2][N:52]3[CH:51]=[C:50]([O:49][CH3:48])[CH:54]=[N:53]3)=[CH:7][C:8]=2[CH3:41])=[C:13]([C:19]2[N:24]=[C:23]([N:25]3[C:29]([C:30]([F:33])([F:32])[F:31])=[C:28]([C:34]([O:36][CH2:37][CH3:38])=[O:35])[CH:27]=[N:26]3)[CH:22]=[CH:21][CH:20]=2)[CH:14]=1, predict the reactants needed to synthesize it. The reactants are: Br[CH2:2][CH2:3][CH2:4][O:5][C:6]1[CH:40]=[CH:39][C:9]([CH2:10][CH2:11][C:12]2[CH:17]=[CH:16][C:15]([F:18])=[CH:14][C:13]=2[C:19]2[N:24]=[C:23]([N:25]3[C:29]([C:30]([F:33])([F:32])[F:31])=[C:28]([C:34]([O:36][CH2:37][CH3:38])=[O:35])[CH:27]=[N:26]3)[CH:22]=[CH:21][CH:20]=2)=[C:8]([CH3:41])[CH:7]=1.C(=O)([O-])[O-].[Cs+].[Cs+].[CH3:48][O:49][C:50]1[CH:51]=[N:52][NH:53][CH:54]=1. (7) The reactants are: [O:1]=[C:2]1[NH:6][C:5]2[CH:7]=[CH:8][C:9]([C:11]#[N:12])=[CH:10][C:4]=2[N:3]1[CH:13]([C:30]1[CH:35]=[CH:34][CH:33]=[CH:32][CH:31]=1)[C:14](=[O:29])[N:15]1[CH2:19][CH2:18][C@H:17]([N:20]2[CH2:25][CH2:24][N:23]([CH2:26][CH2:27][CH3:28])[CH2:22][CH2:21]2)[CH2:16]1.[CH3:36][O:37][C:38]1[CH:43]=[CH:42][CH:41]=[CH:40][C:39]=1[S:44](Cl)(=[O:46])=[O:45].C(Cl)Cl. Given the product [CH3:36][O:37][C:38]1[CH:43]=[CH:42][CH:41]=[CH:40][C:39]=1[S:44]([N:6]1[C:5]2[CH:7]=[CH:8][C:9]([C:11]#[N:12])=[CH:10][C:4]=2[N:3]([CH:13]([C:30]2[CH:31]=[CH:32][CH:33]=[CH:34][CH:35]=2)[C:14](=[O:29])[N:15]2[CH2:19][CH2:18][C@H:17]([N:20]3[CH2:21][CH2:22][N:23]([CH2:26][CH2:27][CH3:28])[CH2:24][CH2:25]3)[CH2:16]2)[C:2]1=[O:1])(=[O:46])=[O:45], predict the reactants needed to synthesize it. (8) Given the product [CH3:18][C@H:16]1[O:17][C@@H:12]([CH3:11])[CH2:13][N:14]([C:2]2[CH:7]=[CH:6][C:5]([NH2:8])=[CH:4][CH:3]=2)[CH2:15]1.[CH3:18][C@H:16]1[O:17][C@H:12]([CH3:11])[CH2:13][N:14]([C:2]2[CH:7]=[CH:6][C:5]([NH2:8])=[CH:4][CH:3]=2)[CH2:15]1, predict the reactants needed to synthesize it. The reactants are: F[C:2]1[CH:7]=[CH:6][C:5]([N+:8]([O-])=O)=[CH:4][CH:3]=1.[CH3:11][CH:12]1[O:17][CH:16]([CH3:18])[CH2:15][NH:14][CH2:13]1.C(N(C(C)C)CC)(C)C.